Task: Predict the product of the given reaction.. Dataset: Forward reaction prediction with 1.9M reactions from USPTO patents (1976-2016) (1) Given the reactants [Br:1][C:2]1[CH:3]=[C:4]2[C:8](=[C:9]([C:11]([OH:13])=O)[CH:10]=1)[NH:7][CH:6]=[CH:5]2.[C:14]([C:18]1[CH:37]=[CH:36][C:21]([CH2:22][NH:23][CH2:24][CH2:25][C:26]2[CH:31]=[CH:30][CH:29]=[C:28]([C:32]([F:35])([F:34])[F:33])[CH:27]=2)=[CH:20][CH:19]=1)([CH3:17])([CH3:16])[CH3:15].CN1CCOCC1.CN(C(ON1N=NC2C=CC=CC1=2)=[N+](C)C)C.[B-](F)(F)(F)F, predict the reaction product. The product is: [C:14]([C:18]1[CH:37]=[CH:36][C:21]([CH2:22][N:23]([CH2:24][CH2:25][C:26]2[CH:31]=[CH:30][CH:29]=[C:28]([C:32]([F:35])([F:33])[F:34])[CH:27]=2)[C:11]([C:9]2[CH:10]=[C:2]([Br:1])[CH:3]=[C:4]3[C:8]=2[NH:7][CH:6]=[CH:5]3)=[O:13])=[CH:20][CH:19]=1)([CH3:17])([CH3:15])[CH3:16]. (2) Given the reactants [C:1]1(=O)[CH2:4][CH2:3][CH2:2]1.[NH:6]1[CH2:9][CH:8]([O:10][C:11]2[CH:16]=[CH:15][C:14]([N:17]3[CH:22]=[CH:21][C:20]4[N:23]=[C:24]([C:26]5[CH:31]=[CH:30][C:29]([Cl:32])=[CH:28][CH:27]=5)[S:25][C:19]=4[C:18]3=[O:33])=[CH:13][CH:12]=2)[CH2:7]1.C(O)(=O)C.C(O[BH-](OC(=O)C)OC(=O)C)(=O)C.[Na+].Cl.CCOCC, predict the reaction product. The product is: [ClH:32].[Cl:32][C:29]1[CH:30]=[CH:31][C:26]([C:24]2[S:25][C:19]3[C:18](=[O:33])[N:17]([C:14]4[CH:15]=[CH:16][C:11]([O:10][CH:8]5[CH2:9][N:6]([CH:1]6[CH2:4][CH2:3][CH2:2]6)[CH2:7]5)=[CH:12][CH:13]=4)[CH:22]=[CH:21][C:20]=3[N:23]=2)=[CH:27][CH:28]=1.